This data is from hERG potassium channel inhibition data for cardiac toxicity prediction from Karim et al.. The task is: Regression/Classification. Given a drug SMILES string, predict its toxicity properties. Task type varies by dataset: regression for continuous values (e.g., LD50, hERG inhibition percentage) or binary classification for toxic/non-toxic outcomes (e.g., AMES mutagenicity, cardiotoxicity, hepatotoxicity). Dataset: herg_karim. The drug is CN1CCN(CCCN(C(=O)Nc2ccc(F)c(C(F)(F)F)c2)[C@@H]2CC[C@]3(c4ccc5c(N)noc5c4)C[C@H]23)CC1. The result is 1 (blocker).